This data is from NCI-60 drug combinations with 297,098 pairs across 59 cell lines. The task is: Regression. Given two drug SMILES strings and cell line genomic features, predict the synergy score measuring deviation from expected non-interaction effect. Drug 1: C1=C(C(=O)NC(=O)N1)F. Drug 2: CCCCC(=O)OCC(=O)C1(CC(C2=C(C1)C(=C3C(=C2O)C(=O)C4=C(C3=O)C=CC=C4OC)O)OC5CC(C(C(O5)C)O)NC(=O)C(F)(F)F)O. Cell line: NCI-H322M. Synergy scores: CSS=32.8, Synergy_ZIP=0.455, Synergy_Bliss=1.48, Synergy_Loewe=4.23, Synergy_HSA=4.29.